From a dataset of Forward reaction prediction with 1.9M reactions from USPTO patents (1976-2016). Predict the product of the given reaction. (1) Given the reactants [CH3:1][O:2][C:3]1[CH:8]=[CH:7][C:6]([O:9][CH3:10])=[CH:5][C:4]=1[S:11]([NH:14][C@@H:15]1CCN(C(OC(C)(C)C)=O)C1)(=[O:13])=[O:12].C([O-])([O-])=O.[K+].[K+].BrC.C1C=CC(P(C2C=CC=CC=2)C2C=CC=CC=2)=CC=1.C[CH2:55][N:56]([CH:60]([CH3:62])C)[CH:57]([CH3:59])C.BrC#[N:65].C(O)C(N)(CO)CO, predict the reaction product. The product is: [C:55]([N:56]1[CH2:57][CH2:59][C@@H:62]([N:14]([CH3:15])[S:11]([C:4]2[CH:5]=[C:6]([O:9][CH3:10])[CH:7]=[CH:8][C:3]=2[O:2][CH3:1])(=[O:12])=[O:13])[CH2:60]1)#[N:65]. (2) Given the reactants [CH3:1][O:2][C:3]1[CH:4]=[C:5]([NH:11][S:12]([CH2:15][C:16]([O:18][CH3:19])=[O:17])(=[O:14])=[O:13])[CH:6]=[CH:7][C:8]=1[O:9][CH3:10].[C:20](O[C:20]([O:22][C:23]([CH3:26])([CH3:25])[CH3:24])=[O:21])([O:22][C:23]([CH3:26])([CH3:25])[CH3:24])=[O:21], predict the reaction product. The product is: [C:23]([O:22][C:20]([N:11]([C:5]1[CH:6]=[CH:7][C:8]([O:9][CH3:10])=[C:3]([O:2][CH3:1])[CH:4]=1)[S:12]([CH2:15][C:16]([O:18][CH3:19])=[O:17])(=[O:14])=[O:13])=[O:21])([CH3:26])([CH3:25])[CH3:24].